From a dataset of Forward reaction prediction with 1.9M reactions from USPTO patents (1976-2016). Predict the product of the given reaction. (1) Given the reactants I[C:2]1[CH:3]=[C:4]([CH:9]([C:17]([O:19][C:20]([CH3:23])([CH3:22])[CH3:21])=[O:18])[C:10]([O:12][C:13]([CH3:16])([CH3:15])[CH3:14])=[O:11])[CH:5]=[C:6]([CH3:8])[CH:7]=1.[C:24]([C:26]1[CH:31]=[CH:30][C:29](B(O)O)=[C:28]([CH3:35])[CH:27]=1)#[N:25].C(=O)([O-])[O-].[Na+].[Na+].O1CCOCC1, predict the reaction product. The product is: [C:24]([C:26]1[CH:31]=[CH:30][C:29]([C:2]2[CH:7]=[C:6]([CH3:8])[CH:5]=[C:4]([CH:9]([C:10]([O:12][C:13]([CH3:16])([CH3:15])[CH3:14])=[O:11])[C:17]([O:19][C:20]([CH3:23])([CH3:21])[CH3:22])=[O:18])[CH:3]=2)=[C:28]([CH3:35])[CH:27]=1)#[N:25]. (2) Given the reactants [C:1](Cl)(=[O:4])[CH2:2][CH3:3].[NH2:6][CH:7]([C:9]1[CH:10]=[C:11]([NH:16][C:17]([C:19]2[N:23]([CH3:24])[N:22]=[C:21]([C:25]([F:31])([F:30])[C:26]([F:29])([F:28])[F:27])[C:20]=2[C:32]([F:35])([F:34])[F:33])=[O:18])[CH:12]=[CH:13][C:14]=1[Cl:15])[CH3:8].N1C=CC=CC=1, predict the reaction product. The product is: [Cl:15][C:14]1[CH:13]=[CH:12][C:11]([NH:16][C:17]([C:19]2[N:23]([CH3:24])[N:22]=[C:21]([C:25]([F:30])([F:31])[C:26]([F:27])([F:28])[F:29])[C:20]=2[C:32]([F:35])([F:34])[F:33])=[O:18])=[CH:10][C:9]=1[CH:7]([NH:6][C:1](=[O:4])[CH2:2][CH3:3])[CH3:8]. (3) Given the reactants [Br:1][C:2]1[CH:3]=[C:4]([CH:9]=[CH:10][C:11]=1[CH2:12][N:13]([CH:26]1[CH2:31][CH2:30][CH:29]([C:32]([CH3:35])([CH3:34])[CH3:33])[CH2:28][CH2:27]1)[C:14]1[N:18]([CH3:19])[C:17]2[CH:20]=[CH:21][C:22]([O:24][CH3:25])=[CH:23][C:16]=2[N:15]=1)[C:5]([O:7]C)=[O:6].[Li+].[OH-].CCOC(C)=O.Cl, predict the reaction product. The product is: [Br:1][C:2]1[CH:3]=[C:4]([CH:9]=[CH:10][C:11]=1[CH2:12][N:13]([CH:26]1[CH2:27][CH2:28][CH:29]([C:32]([CH3:35])([CH3:34])[CH3:33])[CH2:30][CH2:31]1)[C:14]1[N:18]([CH3:19])[C:17]2[CH:20]=[CH:21][C:22]([O:24][CH3:25])=[CH:23][C:16]=2[N:15]=1)[C:5]([OH:7])=[O:6]. (4) Given the reactants [CH2:1]([N:3]1[C:7]2=[N:8][C:9]([CH2:26][O:27][CH3:28])=[C:10](/[CH:19]=[CH:20]/[C:21]([O:23][CH2:24][CH3:25])=[O:22])[C:11]([C:12]3[CH:13]=[N:14][CH:15]=[C:16]([CH3:18])[CH:17]=3)=[C:6]2[CH:5]=[N:4]1)[CH3:2], predict the reaction product. The product is: [CH2:1]([N:3]1[C:7]2=[N:8][C:9]([CH2:26][O:27][CH3:28])=[C:10]([CH2:19][CH2:20][C:21]([O:23][CH2:24][CH3:25])=[O:22])[C:11]([C:12]3[CH:13]=[N:14][CH:15]=[C:16]([CH3:18])[CH:17]=3)=[C:6]2[CH:5]=[N:4]1)[CH3:2]. (5) Given the reactants Cl.C(OCC)(=O)C.[CH3:8][O:9][C:10]([C:12]1[N:13]([CH2:30][C:31]2[CH:36]=[CH:35][C:34]([C:37]([O:39]C(C)(C)C)=[O:38])=[CH:33][CH:32]=2)[C:14](=[O:29])[C:15]2[C:20]([C:21]=1[C:22]1[CH:27]=[CH:26][CH:25]=[CH:24][CH:23]=1)=[CH:19][C:18]([CH3:28])=[CH:17][CH:16]=2)=[O:11], predict the reaction product. The product is: [CH3:8][O:9][C:10]([C:12]1[N:13]([CH2:30][C:31]2[CH:32]=[CH:33][C:34]([C:37]([OH:39])=[O:38])=[CH:35][CH:36]=2)[C:14](=[O:29])[C:15]2[C:20]([C:21]=1[C:22]1[CH:23]=[CH:24][CH:25]=[CH:26][CH:27]=1)=[CH:19][C:18]([CH3:28])=[CH:17][CH:16]=2)=[O:11]. (6) The product is: [O:8]=[C:1]1[CH2:7][CH2:6][CH2:5][CH2:4][CH:3]([NH:10][C:9](=[O:16])[O:11][C:12]([CH3:15])([CH3:14])[CH3:13])[CH2:2]1. Given the reactants [C:1]1(=[O:8])[CH2:7][CH2:6][CH2:5][CH2:4][CH:3]=[CH:2]1.[C:9](=[O:16])([O:11][C:12]([CH3:15])([CH3:14])[CH3:13])[NH2:10].O.O.O.O.O.[N+]([O-])([O-])=O.[Bi+3].[N+]([O-])([O-])=O.[N+]([O-])([O-])=O.C(OCC)(=O)C, predict the reaction product.